The task is: Predict the product of the given reaction.. This data is from Forward reaction prediction with 1.9M reactions from USPTO patents (1976-2016). (1) Given the reactants [Cl:1][C:2]1[CH:9]=[CH:8][CH:7]=[C:6]([OH:10])[C:3]=1[CH:4]=[O:5].I[CH2:12][CH3:13].C([O-])([O-])=O.[K+].[K+].CCOCC, predict the reaction product. The product is: [Cl:1][C:2]1[CH:9]=[CH:8][CH:7]=[C:6]([O:10][CH2:12][CH3:13])[C:3]=1[CH:4]=[O:5]. (2) Given the reactants [C:1]([O:4][C@@H:5]1[C@@H:10]([O:11][C:12](=[O:14])[CH3:13])[C@H:9]([O:15][C:16](=[O:18])[CH3:17])[C@@H:8]([CH2:19][O:20][C:21](=[O:23])[CH3:22])[O:7][C@@H:6]1Br)(=[O:3])[CH3:2].[C:25]1([S:31]([O-:34])(=[O:33])=[S:32])[CH:30]=[CH:29][CH:28]=[CH:27][CH:26]=1.[Na+].C(OCC)(=O)C, predict the reaction product. The product is: [C:25]1([S:31]([O:34][C@@H:6]2[O:7][C@H:8]([CH2:19][O:20][C:21](=[O:23])[CH3:22])[C@@H:9]([O:15][C:16](=[O:18])[CH3:17])[C@H:10]([O:11][C:12](=[O:14])[CH3:13])[C@H:5]2[O:4][C:1](=[O:3])[CH3:2])(=[O:33])=[S:32])[CH:30]=[CH:29][CH:28]=[CH:27][CH:26]=1.